Dataset: Forward reaction prediction with 1.9M reactions from USPTO patents (1976-2016). Task: Predict the product of the given reaction. (1) The product is: [Br:11][CH2:9][C:8](=[O:10])[CH2:7][CH:1]1[CH2:6][CH2:5][CH2:4][CH2:3][CH2:2]1. Given the reactants [CH:1]1([CH2:7][C:8](=[O:10])[CH3:9])[CH2:6][CH2:5][CH2:4][CH2:3][CH2:2]1.[Br:11]Br.O, predict the reaction product. (2) Given the reactants CO[C:3](=[O:12])[C:4]1[CH:9]=[C:8](Br)[C:7]([OH:11])=[N:6][CH:5]=1.[Cl:13][C:14]1[CH:19]=[CH:18][C:17](B(O)O)=[CH:16][CH:15]=1.[NH2:23][CH2:24][CH:25]([CH2:28][CH3:29])[CH2:26][OH:27].[CH3:30][O:31][CH2:32][CH2:33]O, predict the reaction product. The product is: [Cl:13][C:14]1[CH:19]=[CH:18][C:17]([C:8]2[C:7]([O:11][CH2:33][CH2:32][O:31][CH3:30])=[N:6][CH:5]=[C:4]([CH:9]=2)[C:3]([NH:23][CH2:24][CH:25]([CH2:26][OH:27])[CH2:28][CH3:29])=[O:12])=[CH:16][CH:15]=1. (3) Given the reactants CO[CH:3](OC)[C:4](=[N:7][OH:8])[C:5]#[N:6].[CH3:11][NH:12]N.Cl.[NH3:15], predict the reaction product. The product is: [NH2:15][C:3]1[N:12]([CH3:11])[N:6]=[CH:5][C:4]=1[N:7]=[O:8]. (4) Given the reactants [I:1][C:2]1[CH:3]=[C:4]([CH2:8][CH2:9][OH:10])[CH:5]=[CH:6][CH:7]=1.[H-].[Na+].[CH2:13](Br)[C:14]1[CH:19]=[CH:18][CH:17]=[CH:16][CH:15]=1, predict the reaction product. The product is: [CH2:13]([O:10][CH2:9][CH2:8][C:4]1[CH:5]=[CH:6][CH:7]=[C:2]([I:1])[CH:3]=1)[C:14]1[CH:19]=[CH:18][CH:17]=[CH:16][CH:15]=1. (5) Given the reactants [C:1]1([CH:7]([C:19]2[CH:24]=[CH:23][CH:22]=[CH:21][CH:20]=2)[CH2:8][C:9]([C:11]2[CH:12]=[CH:13][C:14](=[O:18])[N:15]([CH3:17])[CH:16]=2)=O)[CH:6]=[CH:5][CH:4]=[CH:3][CH:2]=1.Cl.[NH2:26][OH:27].C([O-])(O)=O.[Na+], predict the reaction product. The product is: [OH:27]/[N:26]=[C:9](/[C:11]1[CH:12]=[CH:13][C:14](=[O:18])[N:15]([CH3:17])[CH:16]=1)\[CH2:8][CH:7]([C:19]1[CH:24]=[CH:23][CH:22]=[CH:21][CH:20]=1)[C:1]1[CH:6]=[CH:5][CH:4]=[CH:3][CH:2]=1.